Dataset: Full USPTO retrosynthesis dataset with 1.9M reactions from patents (1976-2016). Task: Predict the reactants needed to synthesize the given product. (1) Given the product [CH:12]1([CH:7]2[C:6]3[CH:15]=[C:2]([C:21]4[C:20]5[C:24](=[CH:25][C:17]([F:16])=[CH:18][CH:19]=5)[N:23]([C:26]([O:28][C:29]([CH3:32])([CH3:31])[CH3:30])=[O:27])[CH:22]=4)[CH:3]=[CH:4][C:5]=3[S:9](=[O:11])(=[O:10])[NH:8]2)[CH2:14][CH2:13]1, predict the reactants needed to synthesize it. The reactants are: Br[C:2]1[CH:3]=[CH:4][C:5]2[S:9](=[O:11])(=[O:10])[NH:8][CH:7]([CH:12]3[CH2:14][CH2:13]3)[C:6]=2[CH:15]=1.[F:16][C:17]1[CH:25]=[C:24]2[C:20]([C:21](B3OC(C)(C)C(C)(C)O3)=[CH:22][N:23]2[C:26]([O:28][C:29]([CH3:32])([CH3:31])[CH3:30])=[O:27])=[CH:19][CH:18]=1.[O-]P([O-])([O-])=O.[K+].[K+].[K+]. (2) Given the product [CH3:1][C:2]1[O:6][N:5]=[C:4]([C:7]2[CH:8]=[CH:9][CH:10]=[CH:11][CH:12]=2)[C:3]=1[CH2:13][O:14][C:15]1[N:16]=[CH:17][C:18]([C:19]([N:24]2[CH2:29][CH2:28][S:27][CH2:26][CH2:25]2)=[O:21])=[CH:22][CH:23]=1, predict the reactants needed to synthesize it. The reactants are: [CH3:1][C:2]1[O:6][N:5]=[C:4]([C:7]2[CH:12]=[CH:11][CH:10]=[CH:9][CH:8]=2)[C:3]=1[CH2:13][O:14][C:15]1[CH:23]=[CH:22][C:18]([C:19]([OH:21])=O)=[CH:17][N:16]=1.[NH:24]1[CH2:29][CH2:28][S:27][CH2:26][CH2:25]1.